From a dataset of Forward reaction prediction with 1.9M reactions from USPTO patents (1976-2016). Predict the product of the given reaction. (1) Given the reactants [CH3:1]C(C)([NH2:5])C#C.Cl[C:8]1[CH:9]=[CH:10][C:11]2[N:12]([C:14]([CH2:17][O:18][C:19]3[C:28]4[C:23](=[CH:24][C:25]([O:29][CH3:30])=[CH:26][CH:27]=4)[N:22]=[CH:21][CH:20]=3)=[N:15][N:16]=2)[N:13]=1.[CH2:31]([N:33]([CH2:36][CH3:37])[CH2:34]C)C, predict the reaction product. The product is: [CH3:17][OH:18].[NH4+:5].[OH-:18].[CH3:30][O:29][C:25]1[CH:24]=[C:23]2[C:28]([C:19]([O:18][CH2:17][C:14]3[N:12]4[N:13]=[C:8]([C:1]#[C:37][CH2:36][N:33]([CH3:34])[CH3:31])[CH:9]=[CH:10][C:11]4=[N:16][N:15]=3)=[CH:20][CH:21]=[N:22]2)=[CH:27][CH:26]=1. (2) Given the reactants Cl.[O:2]=[C:3]1[NH:11][C:6]2=[N:7][CH:8]=[CH:9][CH:10]=[C:5]2[C:4]21[CH2:19][C:18]1[C:13](=[CH:14][CH:15]=[C:16]([NH:20][C:21]3[N:26]=[CH:25][N:24]=[C:23]([C:27]([OH:29])=O)[CH:22]=3)[CH:17]=1)[CH2:12]2.[CH3:30][C:31]1([CH3:37])[CH2:36][CH2:35][CH2:34][NH:33][CH2:32]1.C(N(CC)CC)C.CN(C(ON1N=NC2C=CC=CC1=2)=[N+](C)C)C.[B-](F)(F)(F)F, predict the reaction product. The product is: [CH3:30][C:31]1([CH3:37])[CH2:36][CH2:35][CH2:34][N:33]([C:27]([C:23]2[N:24]=[CH:25][N:26]=[C:21]([NH:20][C:16]3[CH:17]=[C:18]4[C:13](=[CH:14][CH:15]=3)[CH2:12][C:4]3([C:5]5[C:6](=[N:7][CH:8]=[CH:9][CH:10]=5)[NH:11][C:3]3=[O:2])[CH2:19]4)[CH:22]=2)=[O:29])[CH2:32]1. (3) Given the reactants Cl.[Br:2][C:3]1[CH:4]=[CH:5][C:6]([S:11][CH2:12][CH2:13][CH2:14][Cl:15])=[C:7]([NH:9]N)[CH:8]=1.[NH:16]1[CH2:21][CH2:20][C:19](=O)[CH2:18][CH2:17]1.Cl, predict the reaction product. The product is: [ClH:15].[Br:2][C:3]1[C:8]2[C:18]3[CH2:17][NH:16][CH2:21][CH2:20][C:19]=3[NH:9][C:7]=2[C:6]([S:11][CH2:12][CH2:13][CH2:14][Cl:15])=[CH:5][CH:4]=1. (4) Given the reactants [CH3:1][C:2]1[C:6]([C:7]2[O:8][C:9]3[C:10](=[C:12]([C:16]([OH:18])=O)[CH:13]=[CH:14][CH:15]=3)[N:11]=2)=[C:5]([CH3:19])[O:4][N:3]=1.Cl.C(N=C=NCCCN(C)C)C.ON1C2C=CC=CC=2N=N1.Cl.Cl.[NH2:44][CH:45]1[CH2:52][CH:51]2[N:53]([CH3:54])[CH:47]([CH2:48][CH2:49][CH2:50]2)[CH2:46]1.C(N(CC)CC)C, predict the reaction product. The product is: [CH3:54][N:53]1[CH:47]2[CH2:48][CH2:49][CH2:50][CH:51]1[CH2:52][CH:45]([NH:44][C:16]([C:12]1[CH:13]=[CH:14][CH:15]=[C:9]3[O:8][C:7]([C:6]4[C:2]([CH3:1])=[N:3][O:4][C:5]=4[CH3:19])=[N:11][C:10]=13)=[O:18])[CH2:46]2. (5) Given the reactants C(OC(=O)[NH:7][C:8]1[S:9][C:10]([C:36]2[CH:41]=[CH:40][CH:39]=[CH:38][N:37]=2)=[CH:11][C:12]=1[C:13]([N:15]1[CH2:20][CH2:19][CH:18]([N:21]2[CH2:35][CH2:34][CH2:33][C:23]3([C:27](=[O:28])[N:26]([CH:29]4[CH2:31][CH2:30]4)[C:25](=[O:32])[CH2:24]3)[CH2:22]2)[CH2:17][CH2:16]1)=[O:14])(C)(C)C.C(=O)([O-])[O-].[K+].[K+], predict the reaction product. The product is: [NH2:7][C:8]1[S:9][C:10]([C:36]2[CH:41]=[CH:40][CH:39]=[CH:38][N:37]=2)=[CH:11][C:12]=1[C:13]([N:15]1[CH2:20][CH2:19][CH:18]([N:21]2[CH2:35][CH2:34][CH2:33][C:23]3([C:27](=[O:28])[N:26]([CH:29]4[CH2:31][CH2:30]4)[C:25](=[O:32])[CH2:24]3)[CH2:22]2)[CH2:17][CH2:16]1)=[O:14]. (6) Given the reactants Br[C:2]1[CH:3]=[CH:4][CH:5]=[C:6]2[C:11]=1[N:10]=[C:9]([C:12]([F:21])([F:20])[C:13]1[CH:18]=[CH:17][C:16]([F:19])=[CH:15][N:14]=1)[N:8]=[C:7]2[S:22][CH3:23].C1(P(C2C=CC=CC=2)C2C3OC4C(=CC=CC=4P(C4C=CC=CC=4)C4C=CC=CC=4)C(C)(C)C=3C=CC=2)C=CC=CC=1.[NH:66]1[CH2:71][CH2:70][O:69][CH2:68][C:67]1=[O:72].C([O-])([O-])=O.[Cs+].[Cs+], predict the reaction product. The product is: [F:20][C:12]([F:21])([C:13]1[CH:18]=[CH:17][C:16]([F:19])=[CH:15][N:14]=1)[C:9]1[N:8]=[C:7]([S:22][CH3:23])[C:6]2[C:11](=[C:2]([N:66]3[CH2:71][CH2:70][O:69][CH2:68][C:67]3=[O:72])[CH:3]=[CH:4][CH:5]=2)[N:10]=1. (7) Given the reactants [H-].[Al+3].[Li+].[H-].[H-].[H-].[CH2:7]([N:9]1[CH:13]=[C:12]([CH:14]=[O:15])[N:11]=[CH:10]1)[CH3:8].O.O.O.O.O.O.O.O.O.O.S([O-])([O-])(=O)=O.[Na+].[Na+], predict the reaction product. The product is: [CH2:7]([N:9]1[CH:13]=[C:12]([CH2:14][OH:15])[N:11]=[CH:10]1)[CH3:8]. (8) Given the reactants [F:1][C:2]1[CH:3]=[C:4]2[C:8](=[CH:9][CH:10]=1)[NH:7][CH:6]=[CH:5]2.[C:11]([O:15][C:16]([N:18]1[CH2:23][CH2:22][C:21](=O)[CH2:20][CH2:19]1)=[O:17])([CH3:14])([CH3:13])[CH3:12].[OH-].[K+], predict the reaction product. The product is: [C:11]([O:15][C:16]([N:18]1[CH2:19][CH:20]=[C:21]([C:5]2[C:4]3[C:8](=[CH:9][CH:10]=[C:2]([F:1])[CH:3]=3)[NH:7][CH:6]=2)[CH2:22][CH2:23]1)=[O:17])([CH3:14])([CH3:12])[CH3:13].